Binary classification across 12 toxicity assays. From a dataset of Tox21: 12 toxicity assays (nuclear receptors and stress response pathways). (1) The compound is Cc1cc(O)ccc1Cl. It tested positive (active) for: NR-ER (Estrogen Receptor agonist activity), and SR-MMP (Mitochondrial Membrane Potential disruption). (2) The drug is Nc1cccc(N)n1. It tested positive (active) for: NR-AhR (Aryl hydrocarbon Receptor agonist activity), and SR-MMP (Mitochondrial Membrane Potential disruption).